Dataset: Full USPTO retrosynthesis dataset with 1.9M reactions from patents (1976-2016). Task: Predict the reactants needed to synthesize the given product. (1) Given the product [Br:2][C:3]1[CH:16]=[CH:15][C:6]([O:7][CH2:8][CH:9]2[CH2:10][CH2:11][N:12]([CH2:19][C:20]([CH3:22])([OH:18])[CH3:21])[CH2:13][CH2:14]2)=[C:5]([F:17])[CH:4]=1, predict the reactants needed to synthesize it. The reactants are: Cl.[Br:2][C:3]1[CH:16]=[CH:15][C:6]([O:7][CH2:8][CH:9]2[CH2:14][CH2:13][NH:12][CH2:11][CH2:10]2)=[C:5]([F:17])[CH:4]=1.[O:18]1[C:20]([CH3:22])([CH3:21])[CH2:19]1.C([O-])([O-])=O.[K+].[K+]. (2) The reactants are: Br[C:10]1[N:9]=[C:8]([C:8]2[CH:13]=[CH:12][CH:11]=[C:10](Br)[N:9]=2)[CH:13]=[CH:12][CH:11]=1.CC1N=C([C:22]2[CH:27]=[CH:26]C=C(C)N=2)C=CC=1.[CH2:29](C1N=C(C2C=CC=C(C)N=2)C=CC=1)CCC. Given the product [C:27]([C:12]1[CH:13]=[CH:8][N:9]=[CH:10][CH:11]=1)([CH3:26])([CH3:22])[CH3:29], predict the reactants needed to synthesize it. (3) Given the product [Cl:18][C:15]1[CH:16]=[CH:17][C:12]([NH:11][S:8]([C:5]2[CH:6]=[CH:7][C:2]([N:86]3[CH2:85][C@H:84]([CH3:83])[O:89][C@H:88]([CH3:90])[CH2:87]3)=[CH:3][CH:4]=2)(=[O:10])=[O:9])=[C:13]([C:19]([C:21]2[CH:22]=[N:23][C:24]([CH3:27])=[CH:25][CH:26]=2)=[O:20])[CH:14]=1, predict the reactants needed to synthesize it. The reactants are: Br[C:2]1[CH:7]=[CH:6][C:5]([S:8]([NH:11][C:12]2[CH:17]=[CH:16][C:15]([Cl:18])=[CH:14][C:13]=2[C:19]([C:21]2[CH:22]=[N:23][C:24]([CH3:27])=[CH:25][CH:26]=2)=[O:20])(=[O:10])=[O:9])=[CH:4][CH:3]=1.O.[O-]P([O-])([O-])=O.[K+].[K+].[K+].C1(P(C2C=CC=CC=2)C2C=CC3C(=CC=CC=3)C=2C2C3C(=CC=CC=3)C=CC=2P(C2C=CC=CC=2)C2C=CC=CC=2)C=CC=CC=1.[CH3:83][C@H:84]1[O:89][C@@H:88]([CH3:90])[CH2:87][NH:86][CH2:85]1.